Dataset: Forward reaction prediction with 1.9M reactions from USPTO patents (1976-2016). Task: Predict the product of the given reaction. Given the reactants COC(=O)CC[S:6]([C:9]1[CH:17]=[C:16]2[C:12]([CH:13]=[CH:14][N:15]2[C:18]([O:20][C:21]([CH3:24])([CH3:23])[CH3:22])=[O:19])=[CH:11][CH:10]=1)(=[O:8])=[O:7].C[O-].[Na+].C1C(=O)N([Cl:36])C(=O)C1, predict the reaction product. The product is: [Cl:36][S:6]([C:9]1[CH:17]=[C:16]2[C:12]([CH:13]=[CH:14][N:15]2[C:18]([O:20][C:21]([CH3:24])([CH3:23])[CH3:22])=[O:19])=[CH:11][CH:10]=1)(=[O:8])=[O:7].